This data is from NCI-60 drug combinations with 297,098 pairs across 59 cell lines. The task is: Regression. Given two drug SMILES strings and cell line genomic features, predict the synergy score measuring deviation from expected non-interaction effect. Synergy scores: CSS=48.9, Synergy_ZIP=0.164, Synergy_Bliss=2.45, Synergy_Loewe=-6.91, Synergy_HSA=3.41. Drug 1: CNC(=O)C1=CC=CC=C1SC2=CC3=C(C=C2)C(=NN3)C=CC4=CC=CC=N4. Cell line: SNB-75. Drug 2: CC1C(C(CC(O1)OC2CC(CC3=C2C(=C4C(=C3O)C(=O)C5=C(C4=O)C(=CC=C5)OC)O)(C(=O)CO)O)N)O.Cl.